From a dataset of Catalyst prediction with 721,799 reactions and 888 catalyst types from USPTO. Predict which catalyst facilitates the given reaction. (1) Reactant: [NH2:1][C:2]([C:14]1[C:15]([C:23]2[CH:28]=[CH:27][CH:26]=[C:25]([N+:29]([O-:31])=[O:30])[CH:24]=2)=[N:16][C:17]([S:21][CH3:22])=[N:18][C:19]=1[NH2:20])=[C:3]([C:9]([O:11][CH2:12][CH3:13])=[O:10])[C:4]([O:6]CC)=O.CCCCCCC. Product: [NH2:1][C:2]1[C:14]2[C:15]([C:23]3[CH:28]=[CH:27][CH:26]=[C:25]([N+:29]([O-:31])=[O:30])[CH:24]=3)=[N:16][C:17]([S:21][CH3:22])=[N:18][C:19]=2[N:20]=[C:4]([OH:6])[C:3]=1[C:9]([O:11][CH2:12][CH3:13])=[O:10]. The catalyst class is: 400. (2) Reactant: [N-:1]=[N+:2]=[N-:3].[Na+].[F:5][C:6]1[CH:11]=[C:10]([N:12]2[CH2:16][CH:15]([CH2:17]I)[O:14][C:13]2=[O:19])[CH:9]=[CH:8][C:7]=1[N:20]1[CH2:28][CH:27]2[CH:22]([O:23][CH2:24][CH2:25][N:26]2[C:29]([O:31][C:32]([CH3:35])([CH3:34])[CH3:33])=[O:30])[CH2:21]1. Product: [N:1]([CH2:17][CH:15]1[O:14][C:13](=[O:19])[N:12]([C:10]2[CH:9]=[CH:8][C:7]([N:20]3[CH2:28][CH:27]4[CH:22]([O:23][CH2:24][CH2:25][N:26]4[C:29]([O:31][C:32]([CH3:35])([CH3:34])[CH3:33])=[O:30])[CH2:21]3)=[C:6]([F:5])[CH:11]=2)[CH2:16]1)=[N+:2]=[N-:3]. The catalyst class is: 9.